This data is from Full USPTO retrosynthesis dataset with 1.9M reactions from patents (1976-2016). The task is: Predict the reactants needed to synthesize the given product. Given the product [OH:30][C:27]([CH3:29])([CH3:28])[CH2:26][O:25][C:22]1[CH:23]=[CH:24][C:19]([N:16]2[CH2:17][CH2:18][CH:14]([S:10][C:7]3[CH:6]=[CH:5][C:4]([O:3][C:2]([F:1])([F:11])[F:12])=[CH:9][CH:8]=3)[C:15]2=[O:33])=[CH:20][C:21]=1[O:31][CH3:32], predict the reactants needed to synthesize it. The reactants are: [F:1][C:2]([F:12])([F:11])[O:3][C:4]1[CH:9]=[CH:8][C:7]([SH:10])=[CH:6][CH:5]=1.Br[CH:14]1[CH2:18][CH2:17][N:16]([C:19]2[CH:24]=[CH:23][C:22]([O:25][CH2:26][C:27]([OH:30])([CH3:29])[CH3:28])=[C:21]([O:31][CH3:32])[CH:20]=2)[C:15]1=[O:33].[OH-].[K+].NC1C=CC(OCC(C)(O)C)=C(OC)C=1.CCN(CC)CC.BrC(CCBr)C(Cl)=O.